This data is from Full USPTO retrosynthesis dataset with 1.9M reactions from patents (1976-2016). The task is: Predict the reactants needed to synthesize the given product. (1) The reactants are: C(O)C.[F:4][C:5]1[CH:6]=[C:7]([C:11]2[C:16]([N+:17]([O-])=O)=[C:15]([C:20]#[C:21][Si:22]([CH3:25])([CH3:24])[CH3:23])[C:14]([F:26])=[CH:13][C:12]=2[C:27](=[O:29])[CH3:28])[CH:8]=[CH:9][CH:10]=1. Given the product [NH2:17][C:16]1[C:11]([C:7]2[CH:8]=[CH:9][CH:10]=[C:5]([F:4])[CH:6]=2)=[C:12]([C:27](=[O:29])[CH3:28])[CH:13]=[C:14]([F:26])[C:15]=1[C:20]#[C:21][Si:22]([CH3:24])([CH3:23])[CH3:25], predict the reactants needed to synthesize it. (2) Given the product [OH:8][C:3]1[C:2]([F:1])=[CH:7][C:6]([Br:9])=[CH:5][N:4]=1, predict the reactants needed to synthesize it. The reactants are: [F:1][C:2]1[C:3]([OH:8])=[N:4][CH:5]=[CH:6][CH:7]=1.[Br:9]Br. (3) Given the product [C:1]([O:4][CH2:5][C:6]1[CH:7]=[N:8][C:9]([CH:26]=[CH2:27])=[CH:10][CH:11]=1)(=[O:3])[CH3:2], predict the reactants needed to synthesize it. The reactants are: [C:1]([O:4][CH2:5][C:6]1[CH:7]=[N:8][C:9](Cl)=[CH:10][CH:11]=1)(=[O:3])[CH3:2].C([O-])([O-])=O.[K+].[K+].O.B1(C=C)OB([CH:26]=[CH2:27])OB(C=C)O1.C1C=CN=CC=1.